Dataset: Reaction yield outcomes from USPTO patents with 853,638 reactions. Task: Predict the reaction yield, written as a fraction of the theoretical maximum amount of product (1.0 means a 100% yield; for example, 0.34 means a 34% yield). The reactants are [NH2:1][C:2]1[N:7]=[CH:6][C:5]([O:8][C:9]2[CH:10]=[C:11]([NH:15][C:16](=[O:27])[C:17]3[CH:22]=[CH:21][CH:20]=[C:19]([C:23]([F:26])([F:25])[F:24])[CH:18]=3)[CH:12]=[CH:13][CH:14]=2)=[CH:4][CH:3]=1.[CH3:28][C:29]1[CH:34]=[CH:33][C:32]([S:35](Cl)(=[O:37])=[O:36])=[CH:31][CH:30]=1.O. The catalyst is N1C=CC=CC=1. The product is [CH3:28][C:29]1[CH:34]=[CH:33][C:32]([S:35]([NH:1][C:2]2[N:7]=[CH:6][C:5]([O:8][C:9]3[CH:10]=[C:11]([NH:15][C:16](=[O:27])[C:17]4[CH:22]=[CH:21][CH:20]=[C:19]([C:23]([F:26])([F:24])[F:25])[CH:18]=4)[CH:12]=[CH:13][CH:14]=3)=[CH:4][CH:3]=2)(=[O:37])=[O:36])=[CH:31][CH:30]=1. The yield is 0.990.